From a dataset of Full USPTO retrosynthesis dataset with 1.9M reactions from patents (1976-2016). Predict the reactants needed to synthesize the given product. (1) Given the product [CH2:36]([NH:44][C:14]1[N:19]=[C:18]([N:20]2[C:29]3[C:24](=[CH:25][N:26]=[C:27]([C:30]4[CH:35]=[CH:34][CH:33]=[CH:32][CH:31]=4)[CH:28]=3)[CH2:23][CH2:22][CH2:21]2)[CH:17]=[CH:16][N:15]=1)[CH2:37][C:38]1[CH:43]=[CH:42][CH:41]=[CH:40][CH:39]=1, predict the reactants needed to synthesize it. The reactants are: C1C=C(Cl)C=C(C(OO)=O)C=1.CS[C:14]1[N:19]=[C:18]([N:20]2[C:29]3[C:24](=[CH:25][N:26]=[C:27]([C:30]4[CH:35]=[CH:34][CH:33]=[CH:32][CH:31]=4)[CH:28]=3)[CH2:23][CH2:22][CH2:21]2)[CH:17]=[CH:16][N:15]=1.[CH2:36]([NH2:44])[CH2:37][C:38]1[CH:43]=[CH:42][CH:41]=[CH:40][CH:39]=1. (2) The reactants are: [I-].[K+].[Cu][C:4]#[N:5].[F:6][C:7]1[CH:12]=[CH:11][C:10]([CH:13]2[C:21]3[C:16](=[CH:17][C:18](Br)=[CH:19][CH:20]=3)[CH2:15][O:14]2)=[CH:9][CH:8]=1.[C:23]1([CH3:29])C=CC=C[CH:24]=1.[N:30]1[CH:35]=CC=C[CH:31]=1. Given the product [CH3:31][N:30]([CH3:35])[CH2:24][CH2:23][CH2:29][C:13]1([C:10]2[CH:11]=[CH:12][C:7]([F:6])=[CH:8][CH:9]=2)[C:21]2[C:16](=[CH:17][C:18]([C:4]#[N:5])=[CH:19][CH:20]=2)[CH2:15][O:14]1, predict the reactants needed to synthesize it. (3) Given the product [CH:1]1([C:18]2[CH:23]=[CH:22][CH:21]=[CH:20][CH:19]=2)[CH2:6][CH2:5][CH2:4][CH2:3][CH2:2]1, predict the reactants needed to synthesize it. The reactants are: [C:1]1([Mg]Br)[CH:6]=[CH:5][CH:4]=[CH:3][CH:2]=1.CN(CCN(C)C)C.Br[CH:18]1[CH2:23][CH2:22][CH2:21][CH2:20][CH2:19]1.[Cl-].[NH4+]. (4) Given the product [Cl:1][CH:2]([Cl:11])[C:3]1[CH:4]=[C:5]([CH:6]([Cl:8])[Cl:7])[NH:14][N:13]=1, predict the reactants needed to synthesize it. The reactants are: [Cl:1][CH:2]([Cl:11])[C:3](=O)[CH2:4][C:5](=O)[CH:6]([Cl:8])[Cl:7].O.[NH2:13][NH2:14]. (5) Given the product [CH3:1][N:2]1[CH2:20][C:14]2=[C:13]3[C:12](=[C:17]([O:18][CH3:19])[CH:16]=[CH:15]2)[O:11][C@@H:10]2[C@:5]3([CH:6]=[CH:7][C@H:8]([OH:21])[CH2:9]2)[CH2:4][CH2:3]1.[BrH:22], predict the reactants needed to synthesize it. The reactants are: [CH3:1][N:2]1[CH2:20][C:14]2[CH:15]=[CH:16][C:17]([O:18][CH3:19])=[C:12]3[C:13]=2[C@:5]2([C@@H:10]([O:11]3)[CH2:9][C@@H:8]([OH:21])[CH:7]=[CH:6]2)[CH2:4][CH2:3]1.[BrH:22]. (6) Given the product [Br:1][C:2]1[C:3]([CH2:21][N:33]2[CH2:34][CH2:35][N:30]([CH3:28])[CH2:31][CH2:32]2)=[CH:4][C:5]([NH:13][C:14]([O:16][C:17]([CH3:20])([CH3:19])[CH3:18])=[O:15])=[C:6]([CH:12]=1)[C:7]([O:9][CH2:10][CH3:11])=[O:8], predict the reactants needed to synthesize it. The reactants are: [Br:1][C:2]1[C:3]([CH2:21]Br)=[CH:4][C:5]([NH:13][C:14]([O:16][C:17]([CH3:20])([CH3:19])[CH3:18])=[O:15])=[C:6]([CH:12]=1)[C:7]([O:9][CH2:10][CH3:11])=[O:8].C(O[C:28]([N:30]1[CH2:35][CH2:34][N:33](CC2C=C(N(C(OC(C)(C)C)=O)C(OC(C)(C)C)=O)C(C(OCC)=O)=CC=2Cl)[CH2:32][CH2:31]1)=O)(C)(C)C.CN1CCNCC1. (7) Given the product [Cl:12][C:10]1[CH:11]=[C:2]([B:15]2[O:19][C:18]([CH3:21])([CH3:20])[C:17]([CH3:23])([CH3:22])[O:16]2)[CH:3]=[C:4]2[C:9]=1[N:8]([CH3:13])[C:7](=[O:14])[CH2:6][CH2:5]2, predict the reactants needed to synthesize it. The reactants are: Br[C:2]1[CH:3]=[C:4]2[C:9](=[C:10]([Cl:12])[CH:11]=1)[N:8]([CH3:13])[C:7](=[O:14])[CH2:6][CH2:5]2.[B:15]1([B:15]2[O:19][C:18]([CH3:21])([CH3:20])[C:17]([CH3:23])([CH3:22])[O:16]2)[O:19][C:18]([CH3:21])([CH3:20])[C:17]([CH3:23])([CH3:22])[O:16]1.C([O-])(=O)C.[K+]. (8) Given the product [CH2:20]1[C:21]2([CH2:27][CH2:26][NH:25][CH2:24][CH2:23]2)[CH2:22][N:19]1[CH2:18][C:17]1[CH:16]=[N:15][N:5]2[CH:6]=[C:7]([C:9]3[CH:10]=[N:11][N:12]([CH3:14])[CH:13]=3)[CH:8]=[C:3]([O:2][CH3:1])[C:4]=12, predict the reactants needed to synthesize it. The reactants are: [CH3:1][O:2][C:3]1[C:4]2[N:5]([N:15]=[CH:16][C:17]=2[CH2:18][N:19]2[CH2:22][C:21]3([CH2:27][CH2:26][N:25](C(OC(C)(C)C)=O)[CH2:24][CH2:23]3)[CH2:20]2)[CH:6]=[C:7]([C:9]2[CH:10]=[N:11][N:12]([CH3:14])[CH:13]=2)[CH:8]=1.FC(F)(F)C(O)=O. (9) Given the product [Br:1][C:2]1[CH:12]=[CH:11][C:5]2[N:6]([CH2:22][C:23]([F:26])([F:25])[F:24])[C:7]([CH2:9][CH3:10])=[N:8][C:4]=2[C:3]=1[Cl:13], predict the reactants needed to synthesize it. The reactants are: [Br:1][C:2]1[CH:12]=[CH:11][C:5]2[NH:6][C:7]([CH2:9][CH3:10])=[N:8][C:4]=2[C:3]=1[Cl:13].O([CH2:22][C:23]([F:26])([F:25])[F:24])S(C(F)(F)F)(=O)=O.C([O-])([O-])=O.[Cs+].[Cs+].